This data is from NCI-60 drug combinations with 297,098 pairs across 59 cell lines. The task is: Regression. Given two drug SMILES strings and cell line genomic features, predict the synergy score measuring deviation from expected non-interaction effect. Drug 1: CC(C1=C(C=CC(=C1Cl)F)Cl)OC2=C(N=CC(=C2)C3=CN(N=C3)C4CCNCC4)N. Drug 2: COCCOC1=C(C=C2C(=C1)C(=NC=N2)NC3=CC=CC(=C3)C#C)OCCOC.Cl. Cell line: DU-145. Synergy scores: CSS=18.9, Synergy_ZIP=-1.83, Synergy_Bliss=5.51, Synergy_Loewe=1.97, Synergy_HSA=4.41.